Dataset: Catalyst prediction with 721,799 reactions and 888 catalyst types from USPTO. Task: Predict which catalyst facilitates the given reaction. (1) Reactant: [NH2:1][C:2]1[CH:7]=[CH:6][C:5]([OH:8])=[CH:4][C:3]=1[F:9].[CH3:10][O:11][C:12](=[O:22])[C:13]1[CH:18]=[CH:17][C:16]([CH:19]=O)=[CH:15][C:14]=1[CH3:21].C(O[BH-](OC(=O)C)OC(=O)C)(=O)C.[Na+]. Product: [CH3:10][O:11][C:12](=[O:22])[C:13]1[CH:18]=[CH:17][C:16]([CH2:19][NH:1][C:2]2[CH:7]=[CH:6][C:5]([OH:8])=[CH:4][C:3]=2[F:9])=[CH:15][C:14]=1[CH3:21]. The catalyst class is: 15. (2) Reactant: [CH3:1][N:2]1[CH:6]=[C:5]([C:7]2[CH:12]=[C:11]([O:13][C:14]3[CH:15]=[N:16][C:17]([N+:20]([O-])=O)=[CH:18][CH:19]=3)[CH:10]=[CH:9][N:8]=2)[N:4]=[CH:3]1. Product: [CH3:1][N:2]1[CH:6]=[C:5]([C:7]2[CH:12]=[C:11]([O:13][C:14]3[CH:19]=[CH:18][C:17]([NH2:20])=[N:16][CH:15]=3)[CH:10]=[CH:9][N:8]=2)[N:4]=[CH:3]1. The catalyst class is: 19. (3) Reactant: CC12CC3CC(C)(CC(C4C=C(C56CC7(C)CC(CC(C)(C7)C5)C6)C(O[C:41]5[CH:46]=[CH:45][C:44]([NH2:47])=[C:43]([OH:48])[CH:42]=5)=CC=4O[C:41]4[CH:46]=[CH:45][C:44]([NH2:47])=[C:43]([OH:48])[CH:42]=4)(C3)C1)C2.N1C=CC=C[CH:50]=1.CC12CC3(C45CC6(C)CC(C)(CC(C(Cl)=O)(C6)C4)C5)CC(C)(CC(C(Cl)=O)(C3)C1)C2.C1(C#CC2C=C(C(Cl)=O)C=C(C=2)C(Cl)=O)C=CC=CC=1.C(Cl)(=O)C1C=CC=CC=1. Product: [O:48]1[C:43]2[CH:42]=[CH:41][CH:46]=[CH:45][C:44]=2[N:47]=[CH:50]1. The catalyst class is: 264. (4) Reactant: [Li]CCCC.[CH3:6][O:7][CH:8]([O:16][CH3:17])[CH2:9][CH:10]1[S:15][CH2:14][CH2:13][CH2:12][S:11]1.[Cl:18][C:19]1[CH:20]=[CH:21][C:22]2[N:23]([C:25]([CH3:30])=[C:26]([CH2:28]Cl)[N:27]=2)[CH:24]=1. Product: [Cl:18][C:19]1[CH:20]=[CH:21][C:22]2[N:23]([C:25]([CH3:30])=[C:26]([CH2:28][C:10]3([CH2:9][CH:8]([O:7][CH3:6])[O:16][CH3:17])[S:15][CH2:14][CH2:13][CH2:12][S:11]3)[N:27]=2)[CH:24]=1. The catalyst class is: 1. (5) Reactant: [CH2:1]([C:3]1[CH2:7][CH2:6][CH2:5][CH:4]=1)[CH3:2].C(=O)(O)[O-].[Na+].[NH2:13][C:14]1[C:19]2[N:20]([CH3:24])[C:21](=[O:23])[NH:22][C:18]=2[CH:17]=[CH:16][CH:15]=1.[H][H]. Product: [CH2:1]([CH:3]1[CH2:7][CH2:6][CH2:5][CH2:4][N:13]1[C:14]1[C:19]2[N:20]([CH3:24])[C:21](=[O:23])[NH:22][C:18]=2[CH:17]=[CH:16][CH:15]=1)[CH3:2]. The catalyst class is: 19. (6) Reactant: Br[C:2]1[CH:3]=[C:4]([NH:10][C@H:11]([CH2:15][CH:16]([CH3:18])[CH3:17])[C:12]([NH2:14])=[O:13])[CH:5]=[CH:6][C:7]=1[C:8]#[N:9].[NH2:19][C:20]1[CH:24]=[C:23]([CH3:25])[O:22][N:21]=1.C1C=CC(P(C2C(C3C(P(C4C=CC=CC=4)C4C=CC=CC=4)=CC=C4C=3C=CC=C4)=C3C(C=CC=C3)=CC=2)C2C=CC=CC=2)=CC=1.C([O-])([O-])=O.[K+].[K+]. Product: [C:8]([C:7]1[CH:6]=[CH:5][C:4]([NH:10][C@H:11]([CH2:15][CH:16]([CH3:18])[CH3:17])[C:12]([NH2:14])=[O:13])=[CH:3][C:2]=1[NH:19][C:20]1[CH:24]=[C:23]([CH3:25])[O:22][N:21]=1)#[N:9]. The catalyst class is: 231. (7) Reactant: [CH3:1][O:2][C:3]1[CH:8]=[CH:7][C:6]([C:9](=[NH:11])[NH2:10])=[CH:5][CH:4]=1.[Cl:12][C:13]1[CH:20]=[CH:19][C:16]([CH:17]=O)=[C:15]([F:21])[CH:14]=1.[C:22]([O:28][CH3:29])(=[O:27])[CH2:23][C:24]([CH3:26])=O.C([O-])(=O)C.[K+]. Product: [Cl:12][C:13]1[CH:20]=[CH:19][C:16]([CH:17]2[C:23]([C:22]([O:28][CH3:29])=[O:27])=[C:24]([CH3:26])[NH:10][C:9]([C:6]3[CH:5]=[CH:4][C:3]([O:2][CH3:1])=[CH:8][CH:7]=3)=[N:11]2)=[C:15]([F:21])[CH:14]=1. The catalyst class is: 148.